This data is from NCI-60 drug combinations with 297,098 pairs across 59 cell lines. The task is: Regression. Given two drug SMILES strings and cell line genomic features, predict the synergy score measuring deviation from expected non-interaction effect. (1) Cell line: K-562. Synergy scores: CSS=15.4, Synergy_ZIP=6.43, Synergy_Bliss=10.5, Synergy_Loewe=-18.1, Synergy_HSA=4.11. Drug 1: C1CN(CCN1C(=O)CCBr)C(=O)CCBr. Drug 2: C(CN)CNCCSP(=O)(O)O. (2) Drug 1: CC1=C(C=C(C=C1)NC2=NC=CC(=N2)N(C)C3=CC4=NN(C(=C4C=C3)C)C)S(=O)(=O)N.Cl. Drug 2: C1=CN(C=N1)CC(O)(P(=O)(O)O)P(=O)(O)O. Cell line: MDA-MB-435. Synergy scores: CSS=-1.56, Synergy_ZIP=3.56, Synergy_Bliss=5.15, Synergy_Loewe=2.47, Synergy_HSA=0.891. (3) Drug 1: CCC1=CC2CC(C3=C(CN(C2)C1)C4=CC=CC=C4N3)(C5=C(C=C6C(=C5)C78CCN9C7C(C=CC9)(C(C(C8N6C)(C(=O)OC)O)OC(=O)C)CC)OC)C(=O)OC.C(C(C(=O)O)O)(C(=O)O)O. Drug 2: C1C(C(OC1N2C=NC3=C(N=C(N=C32)Cl)N)CO)O. Cell line: IGROV1. Synergy scores: CSS=41.5, Synergy_ZIP=3.71, Synergy_Bliss=6.75, Synergy_Loewe=4.57, Synergy_HSA=6.59. (4) Cell line: HCT116. Drug 2: COC1=NC(=NC2=C1N=CN2C3C(C(C(O3)CO)O)O)N. Drug 1: C1CN1P(=S)(N2CC2)N3CC3. Synergy scores: CSS=28.1, Synergy_ZIP=2.18, Synergy_Bliss=9.68, Synergy_Loewe=3.66, Synergy_HSA=3.28. (5) Drug 1: COC1=CC(=CC(=C1O)OC)C2C3C(COC3=O)C(C4=CC5=C(C=C24)OCO5)OC6C(C(C7C(O6)COC(O7)C8=CC=CS8)O)O. Drug 2: C(=O)(N)NO. Cell line: RPMI-8226. Synergy scores: CSS=55.9, Synergy_ZIP=4.06, Synergy_Bliss=6.24, Synergy_Loewe=-14.9, Synergy_HSA=11.2.